Dataset: Peptide-MHC class I binding affinity with 185,985 pairs from IEDB/IMGT. Task: Regression. Given a peptide amino acid sequence and an MHC pseudo amino acid sequence, predict their binding affinity value. This is MHC class I binding data. (1) The peptide sequence is TSIGDKMQK. The MHC is HLA-A02:03 with pseudo-sequence HLA-A02:03. The binding affinity (normalized) is 0. (2) The peptide sequence is QVPLRPMTSK. The MHC is HLA-B18:01 with pseudo-sequence HLA-B18:01. The binding affinity (normalized) is 0.